From a dataset of Full USPTO retrosynthesis dataset with 1.9M reactions from patents (1976-2016). Predict the reactants needed to synthesize the given product. Given the product [CH3:16][N:2]([CH3:1])[CH2:3][C@H:4]([CH3:15])[C@:5]([C:7]1[CH:12]=[CH:11][CH:10]=[C:9]([O:13][CH3:14])[CH:8]=1)([OH:6])[CH2:18][CH3:19], predict the reactants needed to synthesize it. The reactants are: [CH3:1][N:2]([CH3:16])[CH2:3][C@H:4]([CH3:15])[C:5]([C:7]1[CH:12]=[CH:11][CH:10]=[C:9]([O:13][CH3:14])[CH:8]=1)=[O:6].B(O)(O)[C@H:18]1N(C([C@@H](N)C(C)C)=O)CC[CH2:19]1.CS(O)(=O)=O.C([Mg]Br)C.S([O-])(O)(=O)=O.[NH4+].